Dataset: Catalyst prediction with 721,799 reactions and 888 catalyst types from USPTO. Task: Predict which catalyst facilitates the given reaction. (1) Reactant: [ClH:1].C(OC([NH:9][C@H:10]([C@@H:32]([OH:45])[CH2:33][C@H:34]([C:38](=[O:44])[NH:39][CH2:40][CH2:41][CH2:42][CH3:43])[CH:35]([CH3:37])[CH3:36])[CH2:11][C@@H:12]([CH:29]([CH3:31])[CH3:30])[CH2:13][NH:14][C:15](=[O:28])[C:16]1[CH:21]=[CH:20][CH:19]=[CH:18][C:17]=1[O:22][CH2:23][CH2:24][CH2:25][O:26][CH3:27])=O)(C)(C)C. Product: [ClH:1].[NH2:9][C@H:10]([C@@H:32]([OH:45])[CH2:33][C@H:34]([C:38](=[O:44])[NH:39][CH2:40][CH2:41][CH2:42][CH3:43])[CH:35]([CH3:37])[CH3:36])[CH2:11][C@@H:12]([CH:29]([CH3:31])[CH3:30])[CH2:13][NH:14][C:15](=[O:28])[C:16]1[CH:21]=[CH:20][CH:19]=[CH:18][C:17]=1[O:22][CH2:23][CH2:24][CH2:25][O:26][CH3:27]. The catalyst class is: 12. (2) Product: [F:16][C:17]1[CH:18]=[C:19]([CH2:24][C:25]([O:27][CH3:28])=[O:26])[CH:20]=[CH:21][C:22]=1[O:6][S:7]([C:10]([F:11])([F:12])[F:13])(=[O:8])=[O:9]. The catalyst class is: 2. Reactant: FC(F)(F)S([O:6][S:7]([C:10]([F:13])([F:12])[F:11])(=[O:9])=[O:8])(=O)=O.[F:16][C:17]1[CH:18]=[C:19]([CH2:24][C:25]([O:27][CH3:28])=[O:26])[CH:20]=[CH:21][C:22]=1O.C(N(CC)CC)C. (3) Reactant: [C:1]([C:4]1[C:5]([O:24][CH2:25][CH3:26])=[C:6]([CH:13]([OH:23])[CH2:14][NH:15][C:16](=O)[O:17]C(C)(C)C)[C:7]([C:11]#[N:12])=[C:8]([Cl:10])[CH:9]=1)(=[O:3])[CH3:2].Cl.C(N(CC)C(C)C)(C)C.C1N=CN(C(N2C=NC=C2)=O)C=1. Product: [C:1]([C:4]1[CH:9]=[C:8]([Cl:10])[C:7]([C:11]#[N:12])=[C:6]([CH:13]2[O:23][C:16](=[O:17])[NH:15][CH2:14]2)[C:5]=1[O:24][CH2:25][CH3:26])(=[O:3])[CH3:2]. The catalyst class is: 12. (4) Reactant: C1([O:7][C:8]2C=CC=CC=2)C=CC=CC=1.C([N:18](CCCC)CCCC)CCC.[C:27]([C:29]([C:36]1[S:37][CH:38]=[CH:39][CH:40]=1)=[CH:30]C(N=[N+]=[N-])=O)#[N:28]. Product: [O:7]=[C:8]1[C:40]2[CH:39]=[CH:38][S:37][C:36]=2[C:29]([C:27]#[N:28])=[CH:30][NH:18]1. The catalyst class is: 2. (5) Reactant: [CH2:1]([O:3][C:4]1[CH:5]=[C:6]([N:10]2[CH:14]=[C:13]([C:15]([O:17]CC)=[O:16])[N:12]=[C:11]2[C:20]2[CH:25]=[CH:24][C:23]([CH3:26])=[CH:22][CH:21]=2)[CH:7]=[CH:8][CH:9]=1)[CH3:2].[OH-].[Na+].Cl. Product: [CH2:1]([O:3][C:4]1[CH:5]=[C:6]([N:10]2[CH:14]=[C:13]([C:15]([OH:17])=[O:16])[N:12]=[C:11]2[C:20]2[CH:21]=[CH:22][C:23]([CH3:26])=[CH:24][CH:25]=2)[CH:7]=[CH:8][CH:9]=1)[CH3:2]. The catalyst class is: 670. (6) Reactant: Cl[C:2]1[C:7]([CH:8]([CH2:13][CH2:14][CH3:15])[C:9]([O:11][CH3:12])=[O:10])=[C:6]([CH3:16])[N:5]=[C:4]([C:17]2[CH:22]=[CH:21][CH:20]=[CH:19][CH:18]=2)[N:3]=1.C(N(CC)C(C)C)(C)C.[CH:32]1[C:41]2[C:36](=[CH:37][CH:38]=[CH:39][CH:40]=2)[CH:35]=[CH:34][C:33]=1B(O)O. Product: [CH3:16][C:6]1[C:7]([CH:8]([CH2:13][CH2:14][CH3:15])[C:9]([O:11][CH3:12])=[O:10])=[C:2]([C:33]2[CH:34]=[CH:35][C:36]3[C:41](=[CH:40][CH:39]=[CH:38][CH:37]=3)[CH:32]=2)[N:3]=[C:4]([C:17]2[CH:22]=[CH:21][CH:20]=[CH:19][CH:18]=2)[N:5]=1. The catalyst class is: 108. (7) Reactant: [NH2:1][C:2]1[C:15]2[C:6](=[CH:7][C:8]3[C:9]4[C:14]=2[C:13](=[O:16])[N:12]([CH2:17][CH2:18][N:19]([CH3:21])[CH3:20])[C:11](=[O:22])[C:10]=4[CH:23]=[CH:24][CH:25]=3)[CH:5]=[CH:4][CH:3]=1.C(N(CC)CC)C.Cl[C:34]([O:36][CH2:37][CH2:38][CH2:39][CH2:40][Cl:41])=[O:35]. Product: [CH3:21][N:19]([CH3:20])[CH2:18][CH2:17][N:12]1[C:11](=[O:22])[C:10]2[CH:23]=[CH:24][CH:25]=[C:8]3[C:9]=2[C:14](=[C:15]2[C:2]([NH:1][C:34](=[O:35])[O:36][CH2:37][CH2:38][CH2:39][CH2:40][Cl:41])=[CH:3][CH:4]=[CH:5][C:6]2=[CH:7]3)[C:13]1=[O:16]. The catalyst class is: 4.